This data is from CYP2C9 inhibition data for predicting drug metabolism from PubChem BioAssay. The task is: Regression/Classification. Given a drug SMILES string, predict its absorption, distribution, metabolism, or excretion properties. Task type varies by dataset: regression for continuous measurements (e.g., permeability, clearance, half-life) or binary classification for categorical outcomes (e.g., BBB penetration, CYP inhibition). Dataset: cyp2c9_veith. (1) The compound is COCC(=O)N1CCC2(CC1)CN(Cc1ccc(C#N)cc1)C2. The result is 0 (non-inhibitor). (2) The compound is O=C(c1ccco1)N1CCC[C@@]2(CCN(c3cccc(-c4ccccc4)c3)C2)C1. The result is 1 (inhibitor). (3) The compound is O=C1NCCN1Cc1ccccc1F. The result is 1 (inhibitor). (4) The drug is Cc1ccc(S(=O)(=O)N[C@H](C(=O)N2CCC(C(=O)NCC(=O)O)CC2)C(C)C)cc1. The result is 0 (non-inhibitor). (5) The compound is COc1ccc(C(Cl)=C(c2ccc(OC)cc2)c2ccc(OC)cc2)cc1. The result is 0 (non-inhibitor). (6) The molecule is Cn1c(=O)c(-c2cc(F)cc(F)c2)nc2cnc(Nc3ccccc3)nc21. The result is 0 (non-inhibitor). (7) The compound is CN1CCC[C@@H]1c1cccnc1.O=C(O)c1ccccc1O.O=C([OH2+])c1ccccc1O.O=C([OH2+])c1ccccc1O.O=C([OH2+])c1ccccc1O.[Cu]. The result is 1 (inhibitor). (8) The molecule is O=C(Nc1cccc2cccnc12)[C@H]1[C@@H]2CC[C@@H](O2)[C@@H]1C(=O)O. The result is 0 (non-inhibitor). (9) The compound is Cc1ccc(C(=O)/C=C2\NCC(C)NC2=O)cc1. The result is 0 (non-inhibitor).